Dataset: Full USPTO retrosynthesis dataset with 1.9M reactions from patents (1976-2016). Task: Predict the reactants needed to synthesize the given product. (1) Given the product [C:7]([C:6]1[CH:9]=[C:2]([NH:1][C:17](=[O:18])[O:19][CH3:20])[CH:3]=[CH:4][C:5]=1[S:10]([CH:13]([CH3:15])[CH3:14])(=[O:12])=[O:11])#[N:8], predict the reactants needed to synthesize it. The reactants are: [NH2:1][C:2]1[CH:3]=[CH:4][C:5]([S:10]([CH:13]([CH3:15])[CH3:14])(=[O:12])=[O:11])=[C:6]([CH:9]=1)[C:7]#[N:8].Cl[C:17]([O:19][CH3:20])=[O:18]. (2) The reactants are: [CH3:1][C:2]1[CH:10]=[CH:9][C:5]([C:6](O)=[O:7])=[CH:4][C:3]=1[N:11]1[C:20](=[O:21])[C:19]2[C:14](=[CH:15][CH:16]=[C:17]([N:22]3[CH2:27][CH2:26][N:25]([CH3:28])[CH2:24][CH2:23]3)[CH:18]=2)[N:13]=[CH:12]1.CN(C=O)C.S(Cl)(Cl)=O.[CH:38]1([NH2:41])[CH2:40][CH2:39]1. Given the product [CH:38]1([NH:41][C:6](=[O:7])[C:5]2[CH:9]=[CH:10][C:2]([CH3:1])=[C:3]([N:11]3[C:20](=[O:21])[C:19]4[C:14](=[CH:15][CH:16]=[C:17]([N:22]5[CH2:27][CH2:26][N:25]([CH3:28])[CH2:24][CH2:23]5)[CH:18]=4)[N:13]=[CH:12]3)[CH:4]=2)[CH2:40][CH2:39]1, predict the reactants needed to synthesize it. (3) Given the product [CH3:22][C:13]1[CH:18]=[CH:17][C:16]([C:19]([NH:1][C@H:2]([C:10]([OH:12])=[O:11])[CH2:3][C:4]2[CH:9]=[CH:8][CH:7]=[CH:6][CH:5]=2)=[O:20])=[CH:15][CH:14]=1, predict the reactants needed to synthesize it. The reactants are: [NH2:1][C@H:2]([C:10]([OH:12])=[O:11])[CH2:3][C:4]1[CH:9]=[CH:8][CH:7]=[CH:6][CH:5]=1.[C:13]1([CH3:22])[CH:18]=[CH:17][C:16]([C:19](Cl)=[O:20])=[CH:15][CH:14]=1. (4) Given the product [NH2:19][C:10]1[C:9]2[N:8]=[CH:7][N:6]([CH2:5][CH2:4][CH2:3][CH2:2][NH:1][C:23](=[O:24])[CH:22]([CH2:20][CH3:21])[CH2:26][CH2:27][CH2:28][CH3:29])[C:18]=2[C:17]2[CH:16]=[CH:15][CH:14]=[CH:13][C:12]=2[N:11]=1, predict the reactants needed to synthesize it. The reactants are: [NH2:1][CH2:2][CH2:3][CH2:4][CH2:5][N:6]1[C:18]2[C:17]3[CH:16]=[CH:15][CH:14]=[CH:13][C:12]=3[N:11]=[C:10]([NH2:19])[C:9]=2[N:8]=[CH:7]1.[CH2:20]([CH:22]([CH2:26][CH2:27][CH2:28][CH3:29])[C:23](Cl)=[O:24])[CH3:21].